This data is from Catalyst prediction with 721,799 reactions and 888 catalyst types from USPTO. The task is: Predict which catalyst facilitates the given reaction. (1) Reactant: [F:1][C:2]1[CH:10]=[C:9]([F:11])[CH:8]=[C:7](F)[C:3]=1[C:4]([OH:6])=[O:5].Cl.CN.[CH2:16]([N:18](CC)CC)C. Product: [F:1][C:2]1[CH:10]=[C:9]([F:11])[CH:8]=[C:7]([NH:18][CH3:16])[C:3]=1[C:4]([OH:6])=[O:5]. The catalyst class is: 17. (2) Reactant: C([S:4][CH2:5][CH:6]1[CH2:11][CH2:10][N:9]([C:12]([O:14][C:15]([CH3:18])([CH3:17])[CH3:16])=[O:13])[CH2:8][CH2:7]1)(=N)N.[OH-].[Na+].Cl. Product: [SH:4][CH2:5][CH:6]1[CH2:11][CH2:10][N:9]([C:12]([O:14][C:15]([CH3:18])([CH3:17])[CH3:16])=[O:13])[CH2:8][CH2:7]1. The catalyst class is: 24. (3) Reactant: Cl.[C:2]([C:5]1[CH:10]=[CH:9][C:8]([CH2:11][NH:12][C:13]([C:15]2[CH:19]=[C:18]([CH3:20])[N:17]([C:21]3[CH:26]=[CH:25][C:24]([F:27])=[CH:23][CH:22]=3)[C:16]=2[CH3:28])=[O:14])=[CH:7][CH:6]=1)(=[NH:4])[NH2:3].C(=O)([O-])[O-].[K+].[K+].Cl[C:36]([O:38][CH2:39][CH3:40])=[O:37]. Product: [NH2:4]/[C:2](=[N:3]\[C:36](=[O:37])[O:38][CH2:39][CH3:40])/[C:5]1[CH:10]=[CH:9][C:8]([CH2:11][NH:12][C:13]([C:15]2[CH:19]=[C:18]([CH3:20])[N:17]([C:21]3[CH:22]=[CH:23][C:24]([F:27])=[CH:25][CH:26]=3)[C:16]=2[CH3:28])=[O:14])=[CH:7][CH:6]=1. The catalyst class is: 132. (4) Reactant: [Cl:1][C:2]1[CH:7]=[C:6]([O:8][C:9]([F:12])([F:11])[F:10])[CH:5]=[CH:4][C:3]=1[N:13]1[C:17]([C:18]2[CH:23]=[CH:22][C:21]([S:24]([CH3:27])(=[O:26])=[O:25])=[CH:20][N:19]=2)=[N:16][N:15]=[C:14]1/[CH:28]=[CH:29]/[C:30]([NH:32][NH:33][C:34]([C:36]1[CH:41]=[CH:40][N:39]=[C:38]([O:42][CH3:43])[CH:37]=1)=O)=[O:31].C1(P(C2C=CC=CC=2)C2C=CC=CC=2)C=CC=CC=1.C(Br)(Br)(Br)Br.C(N(CC)CC)C. Product: [Cl:1][C:2]1[CH:7]=[C:6]([O:8][C:9]([F:10])([F:12])[F:11])[CH:5]=[CH:4][C:3]=1[N:13]1[C:14](/[CH:28]=[CH:29]/[C:30]2[O:31][C:34]([C:36]3[CH:41]=[CH:40][N:39]=[C:38]([O:42][CH3:43])[CH:37]=3)=[N:33][N:32]=2)=[N:15][N:16]=[C:17]1[C:18]1[CH:23]=[CH:22][C:21]([S:24]([CH3:27])(=[O:25])=[O:26])=[CH:20][N:19]=1. The catalyst class is: 4. (5) Reactant: C(OC([N:8]1[CH2:12][CH2:11][CH2:10][C@H:9]1[CH2:13][O:14][C:15]1[CH:20]=[CH:19][C:18]([CH2:21][C:22]2[CH:27]=[CH:26][CH:25]=[CH:24][CH:23]=2)=[CH:17][N:16]=1)=O)(C)(C)C.[ClH:28]. Product: [ClH:28].[CH2:21]([C:18]1[CH:19]=[CH:20][C:15]([O:14][CH2:13][C@@H:9]2[CH2:10][CH2:11][CH2:12][NH:8]2)=[N:16][CH:17]=1)[C:22]1[CH:23]=[CH:24][CH:25]=[CH:26][CH:27]=1. The catalyst class is: 27. (6) Reactant: Cl.CN(C)CCCN=C=NCC.[CH3:13][C:14]1([CH3:33])[C:22]2[C:17](=[CH:18][C:19]([CH3:32])=[C:20]([O:23][C:24]3[S:25][CH:26]=[C:27]([C:29](O)=[O:30])[N:28]=3)[CH:21]=2)[CH2:16][CH2:15]1.[C:34]([O:38][C:39]([N:41]1[CH2:46][CH2:45][N:44]([C:47]2[N:52]=[C:51]([O:53][CH3:54])[C:50]([N+:55]([O-])=O)=[C:49]([O:58][CH3:59])[N:48]=2)[CH2:43][CH2:42]1)=[O:40])([CH3:37])([CH3:36])[CH3:35].OC1C2N=NNC=2C=CC=1.C(N(CC)CC)C. Product: [CH3:54][O:53][C:51]1[C:50]([NH:55][C:29]([C:27]2[N:28]=[C:24]([O:23][C:20]3[CH:21]=[C:22]4[C:17](=[CH:18][C:19]=3[CH3:32])[CH2:16][CH2:15][C:14]4([CH3:33])[CH3:13])[S:25][CH:26]=2)=[O:30])=[C:49]([O:58][CH3:59])[N:48]=[C:47]([N:44]2[CH2:45][CH2:46][N:41]([C:39]([O:38][C:34]([CH3:37])([CH3:36])[CH3:35])=[O:40])[CH2:42][CH2:43]2)[N:52]=1. The catalyst class is: 4.